The task is: Predict the product of the given reaction.. This data is from Forward reaction prediction with 1.9M reactions from USPTO patents (1976-2016). (1) Given the reactants [F:1][C:2]1[CH:7]=[CH:6][CH:5]=[C:4]([F:8])[C:3]=1[CH:9]1[O:13][N:12]=[C:11]([C:14]2[N:15]=[C:16]([CH:19]3[CH2:24][CH2:23][N:22]([C:25](=[O:37])[CH2:26][N:27]4[C:31]([CH3:32])=[CH:30][C:29]([C:33]([F:36])([F:35])[F:34])=[N:28]4)[CH2:21][CH:20]3[S:38][CH3:39])[S:17][CH:18]=2)[CH2:10]1.C(Cl)(Cl)Cl.[OH:44]O, predict the reaction product. The product is: [F:1][C:2]1[CH:7]=[CH:6][CH:5]=[C:4]([F:8])[C:3]=1[CH:9]1[O:13][N:12]=[C:11]([C:14]2[N:15]=[C:16]([CH:19]3[CH2:24][CH2:23][N:22]([C:25](=[O:37])[CH2:26][N:27]4[C:31]([CH3:32])=[CH:30][C:29]([C:33]([F:35])([F:36])[F:34])=[N:28]4)[CH2:21][CH:20]3[S:38]([CH3:39])=[O:44])[S:17][CH:18]=2)[CH2:10]1. (2) Given the reactants [Cl:1][C:2]1[CH:9]=[CH:8][C:5]([CH:6]=[O:7])=[CH:4][C:3]=1[F:10].[C-]#N.[Na+].[C:14]([O:18][CH2:19][CH3:20])(=[O:17])[CH:15]=[CH2:16].O, predict the reaction product. The product is: [Cl:1][C:2]1[CH:9]=[CH:8][C:5]([C:6](=[O:7])[CH2:16][CH2:15][C:14]([O:18][CH2:19][CH3:20])=[O:17])=[CH:4][C:3]=1[F:10].